Dataset: Reaction yield outcomes from USPTO patents with 853,638 reactions. Task: Predict the reaction yield, written as a fraction of the theoretical maximum amount of product (1.0 means a 100% yield; for example, 0.34 means a 34% yield). (1) The reactants are [Br:1][C:2]1[CH:3]=[C:4]2[C:9](=[CH:10][C:11]=1[F:12])[O:8][C:7]([CH2:14][CH2:15][OH:16])([CH3:13])[CH2:6][CH:5]2[OH:17]. The catalyst is C(Cl)Cl.[O-2].[O-2].[Mn+4]. The product is [Br:1][C:2]1[CH:3]=[C:4]2[C:9](=[CH:10][C:11]=1[F:12])[O:8][C:7]([CH2:14][CH2:15][OH:16])([CH3:13])[CH2:6][C:5]2=[O:17]. The yield is 0.914. (2) The catalyst is CC(O)=O. The yield is 0.440. The reactants are [F:1][C:2]([F:11])([F:10])[C:3]1[CH:8]=[CH:7][CH:6]=[CH:5][C:4]=1[OH:9].[N+:12]([O-])([OH:14])=[O:13]. The product is [N+:12]([C:5]1[CH:6]=[CH:7][CH:8]=[C:3]([C:2]([F:10])([F:11])[F:1])[C:4]=1[OH:9])([O-:14])=[O:13]. (3) The reactants are Cl[CH2:2][C:3]1[CH:8]=[CH:7][C:6]([N+:9]([O-:11])=[O:10])=[CH:5][CH:4]=1.[I-:12].[Na+].O. The catalyst is CC(C)=O. The product is [I:12][CH2:2][C:3]1[CH:8]=[CH:7][C:6]([N+:9]([O-:11])=[O:10])=[CH:5][CH:4]=1. The yield is 0.950. (4) The product is [C:1]([C:5]1[CH:6]=[C:7]([NH:28][C:29]([NH:31][C@@H:32]2[C:41]3[C:36](=[CH:37][CH:38]=[CH:39][CH:40]=3)[C@H:35]([O:42][C:43]3[CH:44]=[CH:45][C:46]4[N:47]([C:49]([C@@H:52]5[CH2:56][CH2:55][CH2:54][N:53]5[CH3:57])=[N:50][N:51]=4)[CH:48]=3)[CH2:34][CH2:33]2)=[O:30])[N:8]([C:10]2[CH:15]=[CH:14][C:13]([OH:16])=[C:12]([Cl:27])[CH:11]=2)[N:9]=1)([CH3:4])([CH3:2])[CH3:3]. The catalyst is C1COCC1. The yield is 0.680. The reactants are [C:1]([C:5]1[CH:6]=[C:7]([NH:28][C:29]([NH:31][C@@H:32]2[C:41]3[C:36](=[CH:37][CH:38]=[CH:39][CH:40]=3)[C@H:35]([O:42][C:43]3[CH:44]=[CH:45][C:46]4[N:47]([C:49]([C@@H:52]5[CH2:56][CH2:55][CH2:54][N:53]5[CH3:57])=[N:50][N:51]=4)[CH:48]=3)[CH2:34][CH2:33]2)=[O:30])[N:8]([C:10]2[CH:15]=[CH:14][C:13]([O:16][Si](C(C)C)(C(C)C)C(C)C)=[C:12]([Cl:27])[CH:11]=2)[N:9]=1)([CH3:4])([CH3:3])[CH3:2].CCCC[N+](CCCC)(CCCC)CCCC.[F-].O. (5) The reactants are C([C:4]1[C:13]([N+:14]([O-:16])=[O:15])=[CH:12][CH:11]=[CH:10][C:5]=1[C:6]([O:8][CH3:9])=[O:7])(O)=O.C1(P(N=[N+]=[N-])(C2C=CC=CC=2)=[O:24])C=CC=CC=1.C([N:36]([CH2:39]C)CC)C.[C:41]([OH:45])([CH3:44])([CH3:43])[CH3:42]. The catalyst is CN(C)C=O. The product is [C:41]([O:45][C:39]([NH:36][C:4]1[C:13]([N+:14]([O-:16])=[O:15])=[CH:12][CH:11]=[CH:10][C:5]=1[C:6]([O:8][CH3:9])=[O:7])=[O:24])([CH3:44])([CH3:43])[CH3:42]. The yield is 0.867. (6) The reactants are [CH3:1][O:2][C:3]1[CH:4]=[C:5]2[C:10](=[CH:11][C:12]=1[O:13][CH3:14])[N:9]=[CH:8][CH:7]=[C:6]2[O:15][C:16]1[CH:22]=[CH:21][C:19]([NH2:20])=[CH:18][CH:17]=1.ClC(Cl)(O[C:27](=[O:33])[O:28][C:29](Cl)(Cl)Cl)Cl.[Cl:35][C:36]1[CH:37]=[C:38](CO)[CH:39]=[CH:40][CH:41]=1.C(=O)(O)[O-].[Na+]. The catalyst is C(Cl)Cl.C(N(CC)CC)C.C1(C)C=CC=CC=1. The product is [CH3:1][O:2][C:3]1[CH:4]=[C:5]2[C:10](=[CH:11][C:12]=1[O:13][CH3:14])[N:9]=[CH:8][CH:7]=[C:6]2[O:15][C:16]1[CH:22]=[CH:21][C:19]([NH:20][C:27](=[O:33])[O:28][CH2:29][C:40]2[CH:39]=[CH:38][CH:37]=[C:36]([Cl:35])[CH:41]=2)=[CH:18][CH:17]=1. The yield is 0.930. (7) The reactants are [C:1]([C:4]1[C:5](=[O:18])[NH:6][C:7](=[O:17])[N:8]([CH2:10][C:11]2[CH:16]=[CH:15][CH:14]=[CH:13][CH:12]=2)[CH:9]=1)(=[O:3])[CH3:2].[F:19][C:20]1[CH:27]=[CH:26][C:23]([CH2:24]Br)=[CH:22][CH:21]=1.C(=O)([O-])[O-].[K+].[K+]. The catalyst is CN(C=O)C. The product is [F:19][C:20]1[CH:27]=[CH:26][C:23]([CH2:24][N:6]2[C:5](=[O:18])[C:4]([C:1](=[O:3])[CH3:2])=[CH:9][N:8]([CH2:10][C:11]3[CH:16]=[CH:15][CH:14]=[CH:13][CH:12]=3)[C:7]2=[O:17])=[CH:22][CH:21]=1. The yield is 0.937. (8) The reactants are Br[C:2]1[CH:8]=[C:7]([N+:9]([O-:11])=[O:10])[CH:6]=[CH:5][C:3]=1[NH2:4].[C:12]([C:14]1([CH3:17])[CH2:16][CH2:15]1)#[CH:13]. The catalyst is C(N(CC)CC)C.[Cu]I.Cl[Pd](Cl)([P](C1C=CC=CC=1)(C1C=CC=CC=1)C1C=CC=CC=1)[P](C1C=CC=CC=1)(C1C=CC=CC=1)C1C=CC=CC=1. The product is [CH3:17][C:14]1([C:12]#[C:13][C:2]2[CH:8]=[C:7]([N+:9]([O-:11])=[O:10])[CH:6]=[CH:5][C:3]=2[NH2:4])[CH2:16][CH2:15]1. The yield is 0.790. (9) The reactants are [Cl:1][C:2]1[C:3]([O:12][C:13]2[CH:18]=[C:17]([O:19][CH:20]([CH3:22])[CH3:21])[CH:16]=[CH:15][C:14]=2[CH2:23][CH2:24][CH2:25][CH:26]2OCC[O:27]2)=[N:4][CH:5]=[C:6]([C:8]([F:11])([F:10])[F:9])[CH:7]=1.Cl.[OH-].[Na+]. The catalyst is O1CCCC1. The product is [Cl:1][C:2]1[C:3]([O:12][C:13]2[CH:18]=[C:17]([O:19][CH:20]([CH3:21])[CH3:22])[CH:16]=[CH:15][C:14]=2[CH2:23][CH2:24][CH2:25][CH:26]=[O:27])=[N:4][CH:5]=[C:6]([C:8]([F:11])([F:10])[F:9])[CH:7]=1. The yield is 0.940. (10) The product is [Cl:8][C:4]1[N:3]=[C:2]([NH:13][CH:9]2[CH2:12][CH2:11][CH2:10]2)[CH:7]=[N:6][CH:5]=1. The yield is 0.800. The catalyst is CC(N(C)C)=O. The reactants are Cl[C:2]1[CH:7]=[N:6][CH:5]=[C:4]([Cl:8])[N:3]=1.[CH:9]1([NH2:13])[CH2:12][CH2:11][CH2:10]1.C(=O)([O-])[O-].[K+].[K+].O.